Dataset: Forward reaction prediction with 1.9M reactions from USPTO patents (1976-2016). Task: Predict the product of the given reaction. (1) Given the reactants [F:1][CH:2]([F:13])[C:3]1[CH:8]=[CH:7][CH:6]=[C:5]([N+:9]([O-])=O)[C:4]=1[F:12].[NH4+].[Cl-].CCO, predict the reaction product. The product is: [F:13][CH:2]([F:1])[C:3]1[C:4]([F:12])=[C:5]([CH:6]=[CH:7][CH:8]=1)[NH2:9]. (2) Given the reactants C(OC([N:8]1[C:12]2[CH:13]=[CH:14][C:15]([Cl:17])=[CH:16][C:11]=2[N:10]=[C:9]1[C:18]1[CH:23]=[C:22]([N:24]2[CH2:29][CH2:28][CH:27]([C:30]([O:32]CC)=[O:31])[CH2:26][CH2:25]2)[CH:21]=[CH:20][C:19]=1[F:35])=O)(C)(C)C, predict the reaction product. The product is: [ClH:17].[Cl:17][C:15]1[CH:14]=[CH:13][C:12]2[NH:8][C:9]([C:18]3[CH:23]=[C:22]([N:24]4[CH2:25][CH2:26][CH:27]([C:30]([OH:32])=[O:31])[CH2:28][CH2:29]4)[CH:21]=[CH:20][C:19]=3[F:35])=[N:10][C:11]=2[CH:16]=1. (3) Given the reactants C(OC([NH:11][C@@H:12]([CH2:28][CH3:29])[CH:13]([O:20][Si:21]([C:24]([CH3:27])([CH3:26])[CH3:25])([CH3:23])[CH3:22])[CH2:14][C:15](OCC)=[O:16])=O)C1C=CC=CC=1, predict the reaction product. The product is: [Si:21]([O:20][C@H:13]1[C@H:12]([CH2:28][CH3:29])[NH:11][C:15](=[O:16])[CH2:14]1)([C:24]([CH3:27])([CH3:26])[CH3:25])([CH3:23])[CH3:22].[Si:21]([O:20][C@@H:13]1[C@H:12]([CH2:28][CH3:29])[NH:11][C:15](=[O:16])[CH2:14]1)([C:24]([CH3:27])([CH3:26])[CH3:25])([CH3:23])[CH3:22].